Predict the reaction yield, written as a fraction of the theoretical maximum amount of product (1.0 means a 100% yield; for example, 0.34 means a 34% yield). From a dataset of Reaction yield outcomes from USPTO patents with 853,638 reactions. (1) The reactants are [F:1][C:2]1[CH:7]=[CH:6][C:5]([N:8]2[CH2:12][C:11]([CH3:16])([C:13]([OH:15])=O)[NH:10][C:9]2=[O:17])=[CH:4][CH:3]=1.C(Cl)(=O)C(Cl)=O.[NH2:24][C:25]1[CH:32]=[CH:31][C:28]([C:29]#[N:30])=[C:27]([C:33]([F:36])([F:35])[F:34])[CH:26]=1.C(N(CC)CC)C. The product is [C:29]([C:28]1[CH:31]=[CH:32][C:25]([NH:24][C:13]([C:11]2([CH3:16])[CH2:12][N:8]([C:5]3[CH:4]=[CH:3][C:2]([F:1])=[CH:7][CH:6]=3)[C:9](=[O:17])[NH:10]2)=[O:15])=[CH:26][C:27]=1[C:33]([F:34])([F:35])[F:36])#[N:30]. The yield is 0.540. The catalyst is C(Cl)Cl.CN(C=O)C. (2) The reactants are [Cl:1][C:2]1[CH:3]=[C:4]([C:9]2([C:15]([OH:17])=O)[CH2:14][CH2:13][CH2:12][CH2:11][CH2:10]2)[CH:5]=[CH:6][C:7]=1[Cl:8].[CH3:18][NH:19][CH3:20]. No catalyst specified. The product is [Cl:1][C:2]1[CH:3]=[C:4]([C:9]2([C:15]([N:19]([CH3:20])[CH3:18])=[O:17])[CH2:14][CH2:13][CH2:12][CH2:11][CH2:10]2)[CH:5]=[CH:6][C:7]=1[Cl:8]. The yield is 0.360. (3) The reactants are [CH:1](=O)[C:2]1[CH:7]=[CH:6][C:5]([O:8][CH3:9])=[CH:4][CH:3]=1.[CH2:11]([CH:13](C(O)=O)[C:14]([OH:16])=[O:15])[CH3:12].C([O-])(=O)C.[NH4+].C(O)(=O)C. No catalyst specified. The product is [CH2:11](/[C:13](=[CH:1]\[C:2]1[CH:7]=[CH:6][C:5]([O:8][CH3:9])=[CH:4][CH:3]=1)/[C:14]([OH:16])=[O:15])[CH3:12]. The yield is 0.100. (4) The reactants are [CH3:1][O:2][C:3]1[CH:4]=[C:5]2[C:10](=[CH:11][CH:12]=1)[C:9](=[O:13])[NH:8][CH2:7][CH2:6]2.Br[C:15]1[CH:20]=[CH:19][CH:18]=[CH:17][C:16]=1[Cl:21].C(=O)([O-])[O-].[K+].[K+].[OH-].[Na+]. The catalyst is CN1CCCC1=O.[Cu]I.C(Cl)(Cl)Cl. The product is [Cl:21][C:16]1[CH:17]=[CH:18][CH:19]=[CH:20][C:15]=1[N:8]1[CH2:7][CH2:6][C:5]2[C:10](=[CH:11][CH:12]=[C:3]([O:2][CH3:1])[CH:4]=2)[C:9]1=[O:13]. The yield is 0.770. (5) The yield is 0.820. The catalyst is CN(C=O)C.O. The product is [F:14][C:2]([F:1])([F:15])[C:3](=[O:13])[CH2:4][CH2:5][CH2:6][CH2:7][CH2:8][CH2:9][C:10]([NH:16][C:17]1[CH:22]=[CH:21][CH:20]=[CH:19][CH:18]=1)=[O:12]. The reactants are [F:1][C:2]([F:15])([F:14])[C:3](=[O:13])[CH2:4][CH2:5][CH2:6][CH2:7][CH2:8][CH2:9][C:10]([OH:12])=O.[NH2:16][C:17]1[CH:22]=[CH:21][CH:20]=[CH:19][CH:18]=1.C1C=CC2N(O)N=NC=2C=1.CN1CCOCC1.CCN=C=NCCCN(C)C. (6) The reactants are Cl[C:2]1[C:28]([CH3:29])=[CH:27][C:5]2[N:6]=[C:7]3[C:12]([N:13]([CH2:14][CH2:15][N:16]4[CH2:21][CH2:20][CH:19]([C:22]([OH:24])=[O:23])[CH2:18][CH2:17]4)[C:4]=2[CH:3]=1)=[N:11][C:10](=[O:25])[NH:9][C:8]3=[O:26].[NH2:30][CH2:31][CH2:32][C:33]([O:35][C:36]([CH3:39])([CH3:38])[CH3:37])=[O:34]. The catalyst is CS(C)=O.O. The product is [C:36]([O:35][C:33]([CH2:32][CH2:31][NH:30][C:2]1[C:28]([CH3:29])=[CH:27][C:5]2[N:6]=[C:7]3[C:12]([N:13]([CH2:14][CH2:15][N:16]4[CH2:21][CH2:20][CH:19]([C:22]([OH:24])=[O:23])[CH2:18][CH2:17]4)[C:4]=2[CH:3]=1)=[N:11][C:10](=[O:25])[NH:9][C:8]3=[O:26])=[O:34])([CH3:39])([CH3:38])[CH3:37]. The yield is 0.410.